From a dataset of Catalyst prediction with 721,799 reactions and 888 catalyst types from USPTO. Predict which catalyst facilitates the given reaction. (1) Reactant: [Br:1][C:2]1[CH:3]=[C:4]([CH:8]=[CH:9][CH:10]=1)C(O)=O.C([N:13]([CH2:16]C)CC)C.[O:18](P(N=[N+]=[N-])(OC1C=CC=CC=1)=O)C1C=CC=CC=1.[CH3:37][O:38][C:39](=[O:60])[C:40]1[CH:45]=[CH:44][C:43]([CH2:46][NH:47][C:48]2[CH:53]=[CH:52][C:51]([C:54]3[CH2:59][CH2:58][CH2:57][CH2:56][CH:55]=3)=[CH:50][CH:49]=2)=[CH:42][CH:41]=1. Product: [CH3:37][O:38][C:39](=[O:60])[C:40]1[CH:41]=[CH:42][C:43]([CH2:46][N:47]([C:48]2[CH:53]=[CH:52][C:51]([C:54]3[CH2:59][CH2:58][CH2:57][CH2:56][CH:55]=3)=[CH:50][CH:49]=2)[C:16]([NH:13][C:4]2[CH:8]=[CH:9][CH:10]=[C:2]([Br:1])[CH:3]=2)=[O:18])=[CH:44][CH:45]=1. The catalyst class is: 133. (2) Reactant: C[O:2][C:3](=[O:68])/[CH:4]=[CH:5]\[CH:6]=[CH:7]\[C@@H:8]([CH3:67])[C@@H:9]([O:59][Si:60]([C:63]([CH3:66])([CH3:65])[CH3:64])([CH3:62])[CH3:61])[CH2:10][C@H:11]([O:51][Si:52]([C:55]([CH3:58])([CH3:57])[CH3:56])([CH3:54])[CH3:53])/[CH:12]=[CH:13]\[C@H:14]([CH3:50])[C@H:15]([O:42][Si:43]([C:46]([CH3:49])([CH3:48])[CH3:47])([CH3:45])[CH3:44])[C@@H:16]([CH3:41])[CH2:17][C@@H:18]([CH3:40])[CH2:19][CH2:20][C@@H:21]([O:32][Si:33]([C:36]([CH3:39])([CH3:38])[CH3:37])([CH3:35])[CH3:34])[C@H:22]([CH3:31])[C@@H:23]([OH:30])[C@@H:24]([CH3:29])/[CH:25]=[CH:26]\[CH:27]=[CH2:28].[OH-].[K+]. Product: [Si:60]([O:59][C@@H:9]([CH2:10][C@H:11]([O:51][Si:52]([C:55]([CH3:58])([CH3:57])[CH3:56])([CH3:53])[CH3:54])/[CH:12]=[CH:13]\[C@H:14]([CH3:50])[C@H:15]([O:42][Si:43]([C:46]([CH3:49])([CH3:48])[CH3:47])([CH3:44])[CH3:45])[C@@H:16]([CH3:41])[CH2:17][C@@H:18]([CH3:40])[CH2:19][CH2:20][C@@H:21]([O:32][Si:33]([C:36]([CH3:37])([CH3:38])[CH3:39])([CH3:35])[CH3:34])[C@H:22]([CH3:31])[C@@H:23]([OH:30])[C@@H:24]([CH3:29])/[CH:25]=[CH:26]\[CH:27]=[CH2:28])[C@H:8]([CH3:67])/[CH:7]=[CH:6]/[CH:5]=[CH:4]\[C:3]([OH:68])=[O:2])([C:63]([CH3:64])([CH3:65])[CH3:66])([CH3:62])[CH3:61]. The catalyst class is: 301. (3) Reactant: [Cl:1][CH2:2][C:3]1[CH:11]=[CH:10][C:6]([C:7](Cl)=[O:8])=[CH:5][CH:4]=1.[CH2:12]([O:14][CH:15]([O:19][CH2:20][CH3:21])[CH2:16][CH2:17][NH2:18])[CH3:13].C(N(CC)CC)C. Product: [Cl:1][CH2:2][C:3]1[CH:11]=[CH:10][C:6]([C:7]([NH:18][CH2:17][CH2:16][CH:15]([O:19][CH2:20][CH3:21])[O:14][CH2:12][CH3:13])=[O:8])=[CH:5][CH:4]=1. The catalyst class is: 2. (4) Reactant: [Br:1][C:2]1[C:3](=O)[NH:4][CH:5]=[C:6]([N+:9]([O-:11])=[O:10])[C:7]=1[Cl:8].O=P(Cl)(Cl)[Cl:15]. Product: [Br:1][C:2]1[C:3]([Cl:15])=[N:4][CH:5]=[C:6]([N+:9]([O-:11])=[O:10])[C:7]=1[Cl:8]. The catalyst class is: 10.